Dataset: Catalyst prediction with 721,799 reactions and 888 catalyst types from USPTO. Task: Predict which catalyst facilitates the given reaction. (1) Reactant: Br[C:2]1[CH:7]=[CH:6][C:5]([C:8]2[N:9]([C:24]3[CH:29]=[CH:28][C:27]([Cl:30])=[CH:26][CH:25]=3)[C:10](=[O:23])[C:11]3[N:12]=[CH:13][N:14]([C:17]4[CH:22]=[CH:21][CH:20]=[CH:19][CH:18]=4)[C:15]=3[N:16]=2)=[CH:4][CH:3]=1.[B:31]1([B:31]2[O:35][C:34]([CH3:37])([CH3:36])[C:33]([CH3:39])([CH3:38])[O:32]2)[O:35][C:34]([CH3:37])([CH3:36])[C:33]([CH3:39])([CH3:38])[O:32]1.CC([O-])=O.[K+]. Product: [Cl:30][C:27]1[CH:26]=[CH:25][C:24]([N:9]2[C:10](=[O:23])[C:11]3[N:12]=[CH:13][N:14]([C:17]4[CH:18]=[CH:19][CH:20]=[CH:21][CH:22]=4)[C:15]=3[N:16]=[C:8]2[C:5]2[CH:4]=[CH:3][C:2]([B:31]3[O:35][C:34]([CH3:37])([CH3:36])[C:33]([CH3:39])([CH3:38])[O:32]3)=[CH:7][CH:6]=2)=[CH:29][CH:28]=1. The catalyst class is: 151. (2) Reactant: [Cl:1][C:2]1[CH:3]=[C:4]([CH:9]=[CH:10][C:11]=1[N:12]1[CH2:17][CH:16]=[CH:15][CH2:14][O:13]1)[C:5]([O:7]C)=[O:6].[OH-].[Na+].O. Product: [Cl:1][C:2]1[CH:3]=[C:4]([CH:9]=[CH:10][C:11]=1[N:12]1[CH2:17][CH:16]=[CH:15][CH2:14][O:13]1)[C:5]([OH:7])=[O:6]. The catalyst class is: 8.